This data is from Forward reaction prediction with 1.9M reactions from USPTO patents (1976-2016). The task is: Predict the product of the given reaction. (1) Given the reactants [CH2:1]([O:8][C:9]([NH:11][C:12]1[C:13](=[O:21])[NH:14][C:15]([CH:18]([CH3:20])[CH3:19])=[CH:16][CH:17]=1)=[O:10])[C:2]1[CH:7]=[CH:6][CH:5]=[CH:4][CH:3]=1.C[Si]([N-][Si](C)(C)C)(C)C.[Li+].[C:32]([O:36][C:37](=[O:40])[CH2:38]Br)([CH3:35])([CH3:34])[CH3:33], predict the reaction product. The product is: [CH2:1]([O:8][C:9]([NH:11][C:12]1[C:13](=[O:21])[N:14]([CH2:38][C:37]([O:36][C:32]([CH3:35])([CH3:34])[CH3:33])=[O:40])[C:15]([CH:18]([CH3:19])[CH3:20])=[CH:16][CH:17]=1)=[O:10])[C:2]1[CH:3]=[CH:4][CH:5]=[CH:6][CH:7]=1. (2) Given the reactants [C:1]([N:9]1[CH2:22][CH2:21][C:20]2[C:19]3[CH:18]=[C:17]([O:23][C:24]4[CH:29]=[CH:28][CH:27]=[CH:26][CH:25]=4)[CH:16]=[CH:15][C:14]=3[NH:13][C:12]=2[CH2:11][CH2:10]1)(=O)[C:2]1[CH:7]=[CH:6][CH:5]=[CH:4][CH:3]=1.[H-].[Al+3].[Li+].[H-].[H-].[H-].O.[OH-].[Na+], predict the reaction product. The product is: [CH2:1]([N:9]1[CH2:22][CH2:21][C:20]2[C:19]3[CH:18]=[C:17]([O:23][C:24]4[CH:29]=[CH:28][CH:27]=[CH:26][CH:25]=4)[CH:16]=[CH:15][C:14]=3[NH:13][C:12]=2[CH2:11][CH2:10]1)[C:2]1[CH:3]=[CH:4][CH:5]=[CH:6][CH:7]=1.